Predict which catalyst facilitates the given reaction. From a dataset of Catalyst prediction with 721,799 reactions and 888 catalyst types from USPTO. (1) Product: [C:22]12([NH:32][CH2:19][C@@H:17]([OH:18])[CH2:16][O:15][C:12]3[CH:13]=[CH:14][C:9]([C:6]4[C:5]5[CH:20]=[CH:21][C:2]([F:1])=[CH:3][C:4]=5[O:8][N:7]=4)=[CH:10][CH:11]=3)[CH2:29][CH:28]3[CH2:27][CH:26]([CH2:25][CH:24]([CH2:30]3)[CH2:23]1)[CH2:31]2. The catalyst class is: 8. Reactant: [F:1][C:2]1[CH:21]=[CH:20][C:5]2[C:6]([C:9]3[CH:14]=[CH:13][C:12]([O:15][CH2:16][C@H:17]4[CH2:19][O:18]4)=[CH:11][CH:10]=3)=[N:7][O:8][C:4]=2[CH:3]=1.[C:22]12([NH2:32])[CH2:31][CH:26]3[CH2:27][CH:28]([CH2:30][CH:24]([CH2:25]3)[CH2:23]1)[CH2:29]2. (2) Reactant: [C:1]([NH:3][C:4]([C:6]1[S:7][CH:8]=[CH:9][C:10]=1[Cl:11])=[O:5])#[N:2].[N:12]#CN.Cl[C:16]1[CH:20]=[CH:19]S[C:17]=1[C:21]([Cl:23])=O.Cl.C(O[CH2:28][CH3:29])C. Product: [Cl:23][C:21]1[CH:29]=[CH:28][C:20]([CH:19]=[N:2][C:1]2[N:3]=[C:4]([C:6]3[S:7][CH:8]=[CH:9][C:10]=3[Cl:11])[O:5][N:12]=2)=[CH:16][CH:17]=1. The catalyst class is: 74. (3) Reactant: [Br:1][C:2]1[CH:7]=[CH:6][CH:5]=[CH:4][C:3]=1[CH2:8][CH2:9][CH2:10][NH2:11].C[O:13][C:14](=O)[C:15]1[CH:20]=[CH:19][CH:18]=[CH:17][C:16]=1[CH2:21]Br.C([O-])([O-])=O.[K+].[K+].C(OCC)(=O)C. Product: [Br:1][C:2]1[CH:7]=[CH:6][CH:5]=[CH:4][C:3]=1[CH2:8][CH2:9][CH2:10][N:11]1[CH2:21][C:16]2[C:15](=[CH:20][CH:19]=[CH:18][CH:17]=2)[C:14]1=[O:13]. The catalyst class is: 11. (4) Reactant: [CH3:1][C:2]([C:6]1[CH:11]=[CH:10][CH:9]=[CH:8][CH:7]=1)([CH3:5])[CH2:3][OH:4].N1C=CC=CC=1.[C:18](OC(=O)C)(=[O:20])C.C(OCC)(=O)C. Product: [CH3:5][C:2]([C:6]1[CH:11]=[CH:10][CH:9]=[CH:8][CH:7]=1)([CH3:1])[C:3]([O:20][CH3:18])=[O:4]. The catalyst class is: 6.